This data is from Forward reaction prediction with 1.9M reactions from USPTO patents (1976-2016). The task is: Predict the product of the given reaction. (1) Given the reactants CCN=C=NCCCN(C)C.[NH2:12][C:13]1[CH:21]=[CH:20][C:16]([C:17]([OH:19])=O)=[C:15]([Cl:22])[CH:14]=1.[NH:23]1[CH2:29][CH2:28][CH2:27][CH2:26][CH2:25][CH2:24]1, predict the reaction product. The product is: [N:23]1([C:17]([C:16]2[CH:20]=[CH:21][C:13]([NH2:12])=[CH:14][C:15]=2[Cl:22])=[O:19])[CH2:29][CH2:28][CH2:27][CH2:26][CH2:25][CH2:24]1. (2) The product is: [CH2:1]([S:3]([C:6]1[CH:25]=[CH:24][C:9]([O:10][CH2:11][CH2:12][C@H:13]2[CH2:15][C@H:14]2[CH:16]2[CH2:21][CH2:20][N:19]([C:22]3[O:27][N:28]=[C:29]([CH2:30][O:31][CH3:32])[N:23]=3)[CH2:18][CH2:17]2)=[CH:8][C:7]=1[F:26])(=[O:5])=[O:4])[CH3:2]. Given the reactants [CH2:1]([S:3]([C:6]1[CH:25]=[CH:24][C:9]([O:10][CH2:11][CH2:12][C@@H:13]2[CH2:15][C@@H:14]2[CH:16]2[CH2:21][CH2:20][N:19]([C:22]#[N:23])[CH2:18][CH2:17]2)=[CH:8][C:7]=1[F:26])(=[O:5])=[O:4])[CH3:2].[OH:27][NH:28][C:29](=N)[CH2:30][O:31][CH3:32], predict the reaction product. (3) The product is: [Cl:19][C:20]1[CH:28]=[CH:27][CH:26]=[C:25]2[C:21]=1[C:22]1([C:33]3=[CH:34][C:35]4[O:39][CH2:38][O:37][C:36]=4[CH:40]=[C:32]3[O:31][CH2:30]1)[C:23](=[O:29])[N:24]2[CH2:2][C:3]1[N:4]=[C:5]([CH:8]([CH3:10])[CH3:9])[S:6][CH:7]=1. Given the reactants Cl[CH2:2][C:3]1[N:4]=[C:5]([CH:8]([CH3:10])[CH3:9])[S:6][CH:7]=1.BrCC1CCCCO1.[Cl:19][C:20]1[CH:28]=[CH:27][CH:26]=[C:25]2[C:21]=1[C:22]1([C:33]3=[CH:34][C:35]4[O:39][CH2:38][O:37][C:36]=4[CH:40]=[C:32]3[O:31][CH2:30]1)[C:23](=[O:29])[NH:24]2, predict the reaction product. (4) Given the reactants [Cl:1][C:2]1[CH:7]=[CH:6][C:5]([NH:8][C:9](=[O:20])[NH:10][C:11]2[CH:12]=[C:13](B(O)O)[CH:14]=[CH:15][CH:16]=2)=[CH:4][CH:3]=1.Br[C:22]1[CH:23]=[C:24]([N:28]2[CH2:32][CH2:31][CH2:30][CH2:29]2)[CH:25]=[CH:26][CH:27]=1.C(=O)(O)[O-].[Na+], predict the reaction product. The product is: [Cl:1][C:2]1[CH:7]=[CH:6][C:5]([NH:8][C:9]([NH:10][C:11]2[CH:12]=[C:13]([C:26]3[CH:27]=[CH:22][CH:23]=[C:24]([N:28]4[CH2:29][CH2:30][CH2:31][CH2:32]4)[CH:25]=3)[CH:14]=[CH:15][CH:16]=2)=[O:20])=[CH:4][CH:3]=1. (5) The product is: [C:15]([C:14]1[CH:17]=[C:10]([C:9]2[CH:8]=[CH:7][N:6]=[C:5]3[N:25]([S:26]([C:29]4[CH:34]=[CH:33][CH:32]=[CH:31][CH:30]=4)(=[O:27])=[O:28])[C:2]([C:47]4[CH2:46][N:45]([C:48]([O:50][C:51]([CH3:54])([CH3:53])[CH3:52])=[O:49])[CH2:44][CH:43]=4)=[CH:3][C:4]=23)[CH:11]=[CH:12][C:13]=1[O:18][CH:19]1[CH2:20][CH2:21][O:22][CH2:23][CH2:24]1)#[N:16]. Given the reactants I[C:2]1[N:25]([S:26]([C:29]2[CH:34]=[CH:33][CH:32]=[CH:31][CH:30]=2)(=[O:28])=[O:27])[C:5]2=[N:6][CH:7]=[CH:8][C:9]([C:10]3[CH:11]=[CH:12][C:13]([O:18][CH:19]4[CH2:24][CH2:23][O:22][CH2:21][CH2:20]4)=[C:14]([CH:17]=3)[C:15]#[N:16])=[C:4]2[CH:3]=1.CC1(C)C(C)(C)OB([C:43]2[CH2:44][N:45]([C:48]([O:50][C:51]([CH3:54])([CH3:53])[CH3:52])=[O:49])[CH2:46][CH:47]=2)O1.C(=O)([O-])[O-].[Cs+].[Cs+], predict the reaction product.